Dataset: Full USPTO retrosynthesis dataset with 1.9M reactions from patents (1976-2016). Task: Predict the reactants needed to synthesize the given product. The reactants are: [Cl:1][C:2]1[N:7]=[C:6]([C:8]#[N:9])[C:5]([N+:10]([O-])=O)=[CH:4][CH:3]=1.Cl[Sn]Cl.CC[OH:18]. Given the product [NH2:10][C:5]1[C:6]([C:8]([NH2:9])=[O:18])=[N:7][C:2]([Cl:1])=[CH:3][CH:4]=1, predict the reactants needed to synthesize it.